From a dataset of Reaction yield outcomes from USPTO patents with 853,638 reactions. Predict the reaction yield, written as a fraction of the theoretical maximum amount of product (1.0 means a 100% yield; for example, 0.34 means a 34% yield). The reactants are Cl[C:2]1[CH:3]=[CH:4][N:5]2[C:10]([C:11]=1[CH3:12])=[C:9]([CH:13]1[CH2:15][CH2:14]1)[CH:8]=[C:7]([C:16]([O:18][CH3:19])=[O:17])[C:6]2=[O:20].C(O)C.C(=O)([O-])[O-].[Na+].[Na+].[F:30][C:31]1[CH:45]=[C:44](B2OC(C)(C)C(C)(C)O2)[CH:43]=[CH:42][C:32]=1[CH2:33][NH:34][C:35](=[O:41])[O:36][C:37]([CH3:40])([CH3:39])[CH3:38]. The catalyst is C1(C)C=CC=CC=1.C(Cl)Cl.O.[Pd](Cl)Cl.C1(P(C2C=CC=CC=2)[C-]2C=CC=C2)C=CC=CC=1.[C-]1(P(C2C=CC=CC=2)C2C=CC=CC=2)C=CC=C1.[Fe+2]. The product is [C:37]([O:36][C:35]([NH:34][CH2:33][C:32]1[CH:42]=[CH:43][C:44]([C:2]2[CH:3]=[CH:4][N:5]3[C:10]([C:11]=2[CH3:12])=[C:9]([CH:13]2[CH2:15][CH2:14]2)[CH:8]=[C:7]([C:16]([O:18][CH3:19])=[O:17])[C:6]3=[O:20])=[CH:45][C:31]=1[F:30])=[O:41])([CH3:40])([CH3:38])[CH3:39]. The yield is 0.320.